Dataset: Reaction yield outcomes from USPTO patents with 853,638 reactions. Task: Predict the reaction yield, written as a fraction of the theoretical maximum amount of product (1.0 means a 100% yield; for example, 0.34 means a 34% yield). (1) The reactants are [C:1](O[K])(C)(C)C.[Br:7][C:8]1[C:9]([CH3:16])=[C:10]([NH2:15])[C:11]([Cl:14])=[N:12][CH:13]=1.CI. The catalyst is C1COCC1. The product is [Br:7][C:8]1[C:9]([CH3:16])=[C:10]([NH:15][CH3:1])[C:11]([Cl:14])=[N:12][CH:13]=1. The yield is 0.465. (2) The reactants are [F:1][C:2]1[CH:40]=[CH:39][C:5]([CH2:6][NH:7][CH2:8][C:9]2[CH:10]=[C:11]3[C:15](=[CH:16][C:17]=2[NH2:18])[N:14]([C:19]([C:32]2[CH:37]=[CH:36][CH:35]=[CH:34][CH:33]=2)([C:26]2[CH:31]=[CH:30][CH:29]=[CH:28][CH:27]=2)[C:20]2[CH:25]=[CH:24][CH:23]=[CH:22][CH:21]=2)[N:13]=[C:12]3[Br:38])=[CH:4][CH:3]=1.CCN(CC)CC.C1N=CN([C:53](N2C=NC=C2)=[O:54])C=1. The catalyst is C(Cl)Cl. The product is [F:1][C:2]1[CH:3]=[CH:4][C:5]([CH2:6][N:7]2[CH2:8][C:9]3[C:17](=[CH:16][C:15]4[N:14]([C:19]([C:20]5[CH:25]=[CH:24][CH:23]=[CH:22][CH:21]=5)([C:26]5[CH:31]=[CH:30][CH:29]=[CH:28][CH:27]=5)[C:32]5[CH:33]=[CH:34][CH:35]=[CH:36][CH:37]=5)[N:13]=[C:12]([Br:38])[C:11]=4[CH:10]=3)[NH:18][C:53]2=[O:54])=[CH:39][CH:40]=1. The yield is 0.750. (3) The product is [CH3:1][S:2]([C:3]1[CH:8]=[CH:7][C:6]([N+:9]([O-:11])=[O:10])=[CH:5][N:4]=1)(=[O:13])=[O:18]. The catalyst is CC#N.[Ru](Cl)(Cl)Cl. The reactants are [CH3:1][S:2][C:3]1[CH:8]=[CH:7][C:6]([N+:9]([O-:11])=[O:10])=[CH:5][N:4]=1.I([O-])(=O)(=O)=[O:13].[Na+].[OH2:18]. The yield is 0.940. (4) The reactants are Br[C:2]1[CH:3]=[N:4][N:5]([CH3:8])[C:6]=1[NH2:7].[F:9][C:10]1[CH:15]=[CH:14][CH:13]=[CH:12][C:11]=1B(O)O.CC(C1C=C(C(C)C)C(C2C=CC=CC=2P(C2CCCCC2)C2CCCCC2)=C(C(C)C)C=1)C.[O-]P([O-])([O-])=O.[K+].[K+].[K+]. The catalyst is C([O-])(=O)C.[Pd+2].C([O-])(=O)C.C1(C)C=CC=CC=1. The product is [F:9][C:10]1[CH:15]=[CH:14][CH:13]=[CH:12][C:11]=1[C:2]1[CH:3]=[N:4][N:5]([CH3:8])[C:6]=1[NH2:7]. The yield is 0.747. (5) The reactants are [N:1]1[C:10]2[C:5](=[CH:6][C:7]([CH2:11][N:12]3[C:16]4=[N:17][C:18]([C:21]5[CH:22]=[N:23][N:24]([CH:26]6[CH2:31][CH2:30][N:29](C(OC(C)(C)C)=O)[CH2:28][CH2:27]6)[CH:25]=5)=[CH:19][CH:20]=[C:15]4[N:14]=[N:13]3)=[CH:8][CH:9]=2)[CH:4]=[CH:3][CH:2]=1.C(O)(C(F)(F)F)=O.[OH-].[Na+]. The catalyst is ClCCl. The product is [NH:29]1[CH2:28][CH2:27][CH:26]([N:24]2[CH:25]=[C:21]([C:18]3[N:17]=[C:16]4[N:12]([CH2:11][C:7]5[CH:6]=[C:5]6[C:10](=[CH:9][CH:8]=5)[N:1]=[CH:2][CH:3]=[CH:4]6)[N:13]=[N:14][C:15]4=[CH:20][CH:19]=3)[CH:22]=[N:23]2)[CH2:31][CH2:30]1. The yield is 0.420. (6) The reactants are [C:1]([O:5][C:6]([N:8]1[CH2:12][CH2:11][C@@H:10]([N:13]2[CH2:19][C:18]3[CH:20]=[CH:21][C:22]([Cl:24])=[CH:23][C:17]=3[NH:16][C:15](=[O:25])[CH2:14]2)[CH2:9]1)=[O:7])([CH3:4])([CH3:3])[CH3:2].[H-].[Na+].[CH2:28](I)[CH3:29]. The catalyst is C1COCC1. The product is [C:1]([O:5][C:6]([N:8]1[CH2:12][CH2:11][C@@H:10]([N:13]2[CH2:19][C:18]3[CH:20]=[CH:21][C:22]([Cl:24])=[CH:23][C:17]=3[N:16]([CH2:28][CH3:29])[C:15](=[O:25])[CH2:14]2)[CH2:9]1)=[O:7])([CH3:4])([CH3:2])[CH3:3]. The yield is 0.470. (7) The reactants are [Br:1][C:2]1[CH:3]=[C:4]2[C:9](=[CH:10][CH:11]=1)[C:8](=[O:12])[CH2:7][CH2:6][CH2:5]2.[BH4-].[Na+].O. The catalyst is C(O)C. The product is [Br:1][C:2]1[CH:3]=[C:4]2[C:9](=[CH:10][CH:11]=1)[CH:8]([OH:12])[CH2:7][CH2:6][CH2:5]2. The yield is 1.00. (8) The reactants are [OH-].[Na+].[Cl:3][C:4]1[CH:9]=[CH:8][CH:7]=[C:6]([Cl:10])[C:5]=1[C:11]([NH:13][C@H:14]([C:35]([O:37]C)=[O:36])[CH2:15][C:16]1[CH:17]=[N:18][C:19]([CH2:22][CH2:23][CH2:24][C:25]2[CH:34]=[CH:33][C:32]3[CH2:31][CH2:30][CH2:29][NH:28][C:27]=3[N:26]=2)=[CH:20][CH:21]=1)=[O:12]. The yield is 0.780. The catalyst is C1COCC1. The product is [Cl:10][C:6]1[CH:7]=[CH:8][CH:9]=[C:4]([Cl:3])[C:5]=1[C:11]([NH:13][C@H:14]([C:35]([OH:37])=[O:36])[CH2:15][C:16]1[CH:17]=[N:18][C:19]([CH2:22][CH2:23][CH2:24][C:25]2[CH:34]=[CH:33][C:32]3[CH2:31][CH2:30][CH2:29][NH:28][C:27]=3[N:26]=2)=[CH:20][CH:21]=1)=[O:12].